Dataset: Forward reaction prediction with 1.9M reactions from USPTO patents (1976-2016). Task: Predict the product of the given reaction. (1) Given the reactants [C:1]([O:5][C:6]([N:8]([O:28]C(OC(C)(C)C)=O)[C:9]1([CH3:27])[C:13](=[O:14])[N:12]([CH3:15])[N:11]=[C:10]1[C:16]1[CH:21]=[CH:20][C:19]([S:22]([CH3:25])(=[O:24])=[O:23])=[C:18]([CH3:26])[CH:17]=1)=[O:7])(C)(C)[CH3:2].[CH2:36](Cl)Cl, predict the reaction product. The product is: [OH:28][NH:8][C:9]1([CH3:27])[C:13](=[O:14])[N:12]([CH3:15])[N:11]=[C:10]1[C:16]1[CH:21]=[CH:20][C:19]([S:22]([CH3:25])(=[O:24])=[O:23])=[C:18]([CH3:26])[CH:17]=1.[C:6]([O:5][CH2:1][CH3:2])(=[O:7])[CH3:36]. (2) Given the reactants C([O:8][C:9](=[O:40])[C@H:10]([CH3:39])[CH2:11][C@H:12]([NH:26][C:27](=[O:38])[C:28](=[O:37])[NH:29][NH:30][C:31](=O)[C:32]([F:35])([F:34])[F:33])[CH2:13][C:14]1[CH:19]=[CH:18][C:17]([C:20]2[CH:25]=[CH:24][CH:23]=[CH:22][CH:21]=2)=[CH:16][CH:15]=1)C1C=CC=CC=1.CC[N+](S(N=C(OC)[O-])(=O)=O)(CC)CC, predict the reaction product. The product is: [C:17]1([C:20]2[CH:21]=[CH:22][CH:23]=[CH:24][CH:25]=2)[CH:18]=[CH:19][C:14]([CH2:13][C@@H:12]([NH:26][C:27]([C:28]2[O:37][C:31]([C:32]([F:34])([F:35])[F:33])=[N:30][N:29]=2)=[O:38])[CH2:11][C@@H:10]([CH3:39])[C:9]([OH:8])=[O:40])=[CH:15][CH:16]=1. (3) Given the reactants [Cl:1][C:2]1[CH:7]=[CH:6][C:5]([S:8][C:9]2[C:17]3[C:16]([CH:18]([CH3:20])[CH3:19])=[CH:15][C:14]([C:21]#[N:22])=[CH:13][C:12]=3[N:11]3[CH2:23][CH2:24][CH:25]([CH2:26][C:27]([OH:29])=[O:28])[C:10]=23)=[CH:4][CH:3]=1.[N:30]([Sn](CCCC)(CCCC)CCCC)=[N+:31]=[N-:32].[CH3:46]C(O)=O, predict the reaction product. The product is: [Cl:1][C:2]1[CH:7]=[CH:6][C:5]([S:8][C:9]2[C:17]3[C:16]([CH:18]([CH3:20])[CH3:19])=[CH:15][C:14]([C:21]4[N:30]=[N:31][NH:32][N:22]=4)=[CH:13][C:12]=3[N:11]3[CH2:23][CH2:24][CH:25]([CH2:26][C:27]([O:29][CH3:46])=[O:28])[C:10]=23)=[CH:4][CH:3]=1. (4) Given the reactants [Br:1][C:2]1[CH:7]=[C:6]([F:8])[C:5]([Cl:9])=[CH:4][C:3]=1[CH2:10]Br.[C-:12]#[N:13].[Na+], predict the reaction product. The product is: [Br:1][C:2]1[CH:7]=[C:6]([F:8])[C:5]([Cl:9])=[CH:4][C:3]=1[CH2:10][C:12]#[N:13].